This data is from Forward reaction prediction with 1.9M reactions from USPTO patents (1976-2016). The task is: Predict the product of the given reaction. (1) The product is: [NH2:22][N:23]1[C:8](=[O:10])[C:7]2[C:6](=[CH:15][CH:14]=[CH:13][CH:12]=2)[N:5]=[C:4]1[N:3]([CH2:1][CH3:2])[CH2:17][CH3:18]. Given the reactants [CH2:1]([N:3]([CH2:17][CH3:18])[C:4](=S)[NH:5][C:6]1[CH:15]=[CH:14][CH:13]=[CH:12][C:7]=1[C:8]([O:10]C)=O)[CH3:2].IC.O.[NH2:22][NH2:23].O, predict the reaction product. (2) Given the reactants C(O[BH-](OC(=O)C)OC(=O)C)(=O)C.[Na+].FC(F)(F)C(O)=O.[CH2:22]([C:24]1[S:28][CH:27]=[C:26]([C:29]([N:31]2[CH2:36][C:35]3([CH2:41][CH2:40][NH:39][CH2:38][CH2:37]3)[O:34][CH2:33][CH2:32]2)=[O:30])[CH:25]=1)[CH3:23].[Si]([O:49][CH2:50][CH2:51][C:52]1[CH:53]=[CH:54][C:55]([F:60])=[C:56]([CH:59]=1)[CH:57]=O)(C(C)(C)C)(C)C.C(O)(=O)C, predict the reaction product. The product is: [CH2:22]([C:24]1[S:28][CH:27]=[C:26]([C:29]([N:31]2[CH2:36][C:35]3([CH2:41][CH2:40][N:39]([CH2:57][C:56]4[CH:59]=[C:52]([CH2:51][CH2:50][OH:49])[CH:53]=[CH:54][C:55]=4[F:60])[CH2:38][CH2:37]3)[O:34][CH2:33][CH2:32]2)=[O:30])[CH:25]=1)[CH3:23]. (3) The product is: [C:17]([C:8]1[C:7]([CH:6]=[CH:5][C:4]([OH:23])=[O:3])=[CH:12][CH:11]=[C:10]([C:13]([F:16])([F:14])[F:15])[N:9]=1)#[CH:18]. Given the reactants C([O:3][C:4](=[O:23])[CH:5]=[CH:6][C:7]1[C:8]([C:17]#[C:18][Si](C)(C)C)=[N:9][C:10]([C:13]([F:16])([F:15])[F:14])=[CH:11][CH:12]=1)C.[OH-].[Na+], predict the reaction product. (4) Given the reactants Br[C:2]1[CH:9]=[CH:8][C:5]([CH:6]=[O:7])=[C:4]([N+:10]([O-:12])=[O:11])[CH:3]=1.[C:13]([O:19][CH3:20])(=[O:18])[CH2:14][CH2:15][C:16]#[CH:17], predict the reaction product. The product is: [CH:6]([C:5]1[CH:8]=[CH:9][C:2]([C:17]#[C:16][CH2:15][CH2:14][C:13]([O:19][CH3:20])=[O:18])=[CH:3][C:4]=1[N+:10]([O-:12])=[O:11])=[O:7]. (5) Given the reactants [Cl:1][C:2]1[N:7]=[C:6](Cl)[CH:5]=[C:4]([CH3:9])[N:3]=1.C(N(CC)CC)C.[NH2:17][CH2:18][CH:19]1[CH2:24][CH2:23][N:22]([C:25]([O:27][CH2:28][C:29]2[CH:34]=[CH:33][CH:32]=[CH:31][CH:30]=2)=[O:26])[CH2:21][CH2:20]1, predict the reaction product. The product is: [CH2:28]([O:27][C:25]([N:22]1[CH2:23][CH2:24][CH:19]([CH2:18][NH:17][C:6]2[CH:5]=[C:4]([CH3:9])[N:3]=[C:2]([Cl:1])[N:7]=2)[CH2:20][CH2:21]1)=[O:26])[C:29]1[CH:34]=[CH:33][CH:32]=[CH:31][CH:30]=1. (6) Given the reactants Cl[C:2]1[N:7]=[CH:6][N:5]=[C:4]([NH2:8])[CH:3]=1.C(N(C(C)C)CC)(C)C.[O:18]=[C:19]([N:27]1[CH2:31][CH2:30][CH2:29][CH2:28]1)[CH2:20][N:21]1[CH2:26][CH2:25][NH:24][CH2:23][CH2:22]1, predict the reaction product. The product is: [O:18]=[C:19]([N:27]1[CH2:31][CH2:30][CH2:29][CH2:28]1)[CH2:20][N:21]1[CH2:26][CH2:25][N:24]([C:2]2[N:7]=[CH:6][N:5]=[C:4]([NH2:8])[CH:3]=2)[CH2:23][CH2:22]1. (7) Given the reactants [Br:1]Br.[CH3:3][C:4]1[CH:9]=[CH:8][N:7]=[C:6]([NH2:10])[N:5]=1, predict the reaction product. The product is: [Br:1][C:9]1[C:4]([CH3:3])=[N:5][C:6]([NH2:10])=[N:7][CH:8]=1.